Dataset: Experimentally validated miRNA-target interactions with 360,000+ pairs, plus equal number of negative samples. Task: Binary Classification. Given a miRNA mature sequence and a target amino acid sequence, predict their likelihood of interaction. (1) The miRNA is hsa-miR-5011-3p with sequence GUGCAUGGCUGUAUAUAUAACA. The protein sequence of the target gene is MNFTPTRTPICRKISFASKRGAGSGFGDTNRWKKMADSMESTPLPSVEDRLAVLCPSQELLEYYQKKMANCESENEDLLKKLELYREACEEQHKLEWNLQQREEEIAELQKALSDMQVCLFQEREHVLRLYSENDRLRIRELEDKKKIQNLLALVGPDAGEVTYFHKEPPHRVSILQKTLQAAVACEPSASKADPGVSKRQVRIKDKEGISERHQRDTEMLLLQVEALQAQLGEQTKLSREQVEGLMEDRRIRVEEIQVQHQRNQEKIMELTKSLHHTQELLYESTKDFLQLKFENQNKE.... Result: 0 (no interaction). (2) The miRNA is hsa-miR-4789-5p with sequence GUAUACACCUGAUAUGUGUAUG. The protein sequence of the target gene is MTLNNCASMKLEVHFQSKQNEDSEEEEQCTISSHWAFQQESKCWSPMGSSDLLAPPSPGLPATSSCESVLTELSATSLPVITVSLPPEPADLPLPGRAPSSSDRPLLSPTQGQEGPQDKAKKRHRNRSFLKHLESLRRKEKSGSQQAEPKHSPATSEKVSKASSFRSCRGFLSAGFYRAKNWAATSAGGSGANTRKAWEAWPVASFRHPQWTHRGDCLVHVPGDHKPGTFPRSLSIESLCPEDGHRLADWQPGRRWGCEGRRGSCGSTGSHASTYDNLPELYPAEPVMVGAEAEDEDDEE.... Result: 1 (interaction). (3) The miRNA is mmu-miR-878-3p with sequence GCAUGACACCACACUGGGUAGA. The protein sequence of the target gene is MAALLRAVRRFRGKAVWERPLHGLWCCSGQEDPKRWVGSSSPISKEKLPNAETEKFWMFYRFDAIRTFGFLSRLKLAQTALTVVALPPGYYLYSQGLLTLNTVCLMSGISGFALTMLCWMSYFLRRLVGILYLNESGTMLRVAHLNFWGWRQDTYCPMADVIPLTETKDRPQEMFVRIQRYSGKQTFYVTLRYGRILDRERFTQVFGVHQMLK. Result: 0 (no interaction). (4) The miRNA is hsa-miR-588 with sequence UUGGCCACAAUGGGUUAGAAC. The protein sequence of the target gene is MELTEPLPSAAVQKEEQELLDRTFFSWAEFSRFFDKWCQQRLVVFSVKSSTRVARSPWANTPPLYRLIHVLKYSYVLLVCKDVRMPNKSTAWPPQPSCPAFITVKLSPLRDRLVVTECQLTHSHPACPREFAYHFRPGHLLANSCLPVRITNQISKQFVAPADVRRLLTHCKGPDHGVLDALQVLEGLFRTDPEAKVKLVFVEDQAMVETVFLLTSRTRALLRRFPRILLVDRLPGLQGTLDLMAVLCVDSAGRARQAACCVARPGTPSLLRFMLVSLLQSAPDVKGRVRCLTAGPEVAG.... Result: 0 (no interaction). (5) The miRNA is hsa-miR-3152-3p with sequence UGUGUUAGAAUAGGGGCAAUAA. The protein sequence of the target gene is MDDAGGLGGSGGFRPGVDSLDEPPNSRIFLVISKHTSELVLRERFSPFGDIQDIWVVRDKHTKESKGVAFVKFARSSQACRAMEEMHGQCLGPSDTKPIKVFIAQSRSSGSHRDVEDEELTRIFVMIPKSYTEEDLREKFKVYGDIEYCSIIKNKVTGESKGLGYVRYLKPSQAAQAIENCDRSFRALLAEPKNKVSGSPEQDDYSSGRQEALGQEPRANLFPFVGEQQSEFSTFDKNDSRGQEAVSKRLSVVSRVPFTEEQLFSIFDIVPGLEYCEVPRDPYSNYGHGVVQYFNVASAI.... Result: 0 (no interaction). (6) The miRNA is hsa-miR-4691-3p with sequence CCAGCCACGGACUGAGAGUGCAU. The protein sequence of the target gene is MAKGEGAESGSAAGLLPTSILQSTERPAQVKKEPKKKKQQLSVCNKLCYALGGAPYQVTGCALGFFLQIYLLDVAQKDEEVVFCFSSFQVGPFSASIILFVGRAWDAITDPLVGLCISKSPWTCLGRLMPWIIFSTPLAVIAYFLIWFVPDFPHGQTYWYLLFYCLFETMVTCFHVPYSALTMFISTEQTERDSATAYRMTVEVLGTVLGTAIQGQIVGQADTPCFQDLNSSTVASQSANHTHGTTSHRETQKAYLLAAGVIVCIYIICAVILILGVREQREPYEAQQSEPIAYFRGLRL.... Result: 1 (interaction). (7) The miRNA is hsa-miR-7156-3p with sequence CUGCAGCCACUUGGGGAACUGGU. The protein sequence of the target gene is MSEQERIQECLRKEIRSLLISTKDGLSPQELEKEYLLMVGNHLPLRILGYRSTMELVLDMPDVVRVCPGAGGTVILKAIPDESTKGIASLVAKQRSSHKLRNSMHKGRPSIYSGPRSHRRVPYRGRVAPILPAVVKSELKDLLALSPVLLSDFEKAFAKRFGRSFQYMQYGFLSMFEVLNAASDVISVEQTRAGSLLMLKKSVTEEKPRGCPAGKIFTQPFRMKQGSYSTGFPVAKPCFSQPTSNMEPPKQIMSMEKTSKLNVVETSRLNHTEKLNQLENTFKSVIAQIGPGGTISSELK.... Result: 0 (no interaction).